Task: Predict the product of the given reaction.. Dataset: Forward reaction prediction with 1.9M reactions from USPTO patents (1976-2016) (1) Given the reactants [Br:1][C:2]1[C:3]([OH:9])=[N:4][C:5](Cl)=[N:6][CH:7]=1.[N:10]1([C:16]([O:18][C:19]([CH3:22])([CH3:21])[CH3:20])=[O:17])[CH2:15][CH2:14][NH:13][CH2:12][CH2:11]1, predict the reaction product. The product is: [Br:1][C:2]1[C:3]([OH:9])=[N:4][C:5]([N:13]2[CH2:12][CH2:11][N:10]([C:16]([O:18][C:19]([CH3:22])([CH3:21])[CH3:20])=[O:17])[CH2:15][CH2:14]2)=[N:6][CH:7]=1. (2) Given the reactants Cl.[CH2:2]([NH:9][CH2:10][C:11]1[CH:20]=[CH:19][C:14]([C:15]([O:17][CH3:18])=[O:16])=[CH:13][CH:12]=1)[C:3]1[CH:8]=[CH:7][CH:6]=[CH:5][CH:4]=1.C(N(CC)CC)C.[Cl:28][C:29]1[CH:34]=[CH:33][C:32]([S:35](Cl)(=[O:37])=[O:36])=[CH:31][CH:30]=1, predict the reaction product. The product is: [CH3:18][O:17][C:15](=[O:16])[C:14]1[CH:13]=[CH:12][C:11]([CH2:10][N:9]([CH2:2][C:3]2[CH:4]=[CH:5][CH:6]=[CH:7][CH:8]=2)[S:35]([C:32]2[CH:33]=[CH:34][C:29]([Cl:28])=[CH:30][CH:31]=2)(=[O:37])=[O:36])=[CH:20][CH:19]=1. (3) Given the reactants [I:1]I.CN(C)C(N(C)C)=N.[CH2:11]([O:13][C:14]([N:16]1[C:25]2[C:20](=[CH:21][C:22]([C:26]([F:29])([F:28])[F:27])=[CH:23][CH:24]=2)[C:19](=NN)[CH2:18][C@H:17]1[CH2:32][CH3:33])=[O:15])[CH3:12], predict the reaction product. The product is: [CH2:11]([O:13][C:14]([N:16]1[C:25]2[C:20](=[CH:21][C:22]([C:26]([F:29])([F:28])[F:27])=[CH:23][CH:24]=2)[C:19]([I:1])=[CH:18][C@H:17]1[CH2:32][CH3:33])=[O:15])[CH3:12].